Predict the reactants needed to synthesize the given product. From a dataset of Full USPTO retrosynthesis dataset with 1.9M reactions from patents (1976-2016). The reactants are: C(P(C1C=C[C:10]([NH2:11])=C(OC)C=1)(CC)=O)C.ClC1N=C(Cl)C(Cl)=CN=1.Cl[C:26]1[N:31]=[C:30]([NH:32][C:33]2[CH:38]=[CH:37][C:36]([P:39]([CH2:43][CH3:44])([CH2:41][CH3:42])=[O:40])=[CH:35][C:34]=2[O:45][CH3:46])[C:29]([Cl:47])=[CH:28][N:27]=1.[CH:48]1([C:51]2[O:55][C:54]([NH2:56])=NC=2)[CH2:50][CH2:49]1. Given the product [Cl:47][C:29]1[C:30]([NH:32][C:33]2[CH:38]=[CH:37][C:36]([P:39]([CH2:43][CH3:44])([CH2:41][CH3:42])=[O:40])=[CH:35][C:34]=2[O:45][CH3:46])=[N:31][C:26]([NH:56][C:54]2[O:55][C:51]([CH:48]3[CH2:49][CH2:50]3)=[N:11][CH:10]=2)=[N:27][CH:28]=1, predict the reactants needed to synthesize it.